Dataset: Full USPTO retrosynthesis dataset with 1.9M reactions from patents (1976-2016). Task: Predict the reactants needed to synthesize the given product. (1) Given the product [OH:8][C:9]1[CH:10]=[CH:11][C:12]([C:15]2[N:19]([CH:20]3[CH2:25][CH2:24][CH2:23][CH2:22][CH2:21]3)[C:18]3[CH:26]=[CH:27][C:28]([C:30]4[N:31]=[N:32][NH:33][N:34]=4)=[CH:29][C:17]=3[N:16]=2)=[CH:13][CH:14]=1, predict the reactants needed to synthesize it. The reactants are: [Si]([O:8][C:9]1[CH:14]=[CH:13][C:12]([C:15]2[N:19]([CH:20]3[CH2:25][CH2:24][CH2:23][CH2:22][CH2:21]3)[C:18]3[CH:26]=[CH:27][C:28]([C:30]4[N:31]=[N:32][NH:33][N:34]=4)=[CH:29][C:17]=3[N:16]=2)=[CH:11][CH:10]=1)(C(C)(C)C)(C)C.[F-].C([N+](CCCC)(CCCC)CCCC)CCC. (2) Given the product [C:1]([C:3]1[CH:4]=[C:5]2[C:10](=[CH:11][C:12]=1[O:13][C:14]1[CH:15]=[CH:16][C:17]([C:18](=[O:20])[NH:62][CH2:61][CH2:60][C:57]3[CH:56]=[CH:55][C:54]([C:53]([F:64])([F:52])[F:63])=[CH:59][N:58]=3)=[CH:21][CH:22]=1)[O:9][CH2:8][CH2:7][CH:6]2[C:23]([O:25][CH3:26])=[O:24])#[N:2], predict the reactants needed to synthesize it. The reactants are: [C:1]([C:3]1[CH:4]=[C:5]2[C:10](=[CH:11][C:12]=1[O:13][C:14]1[CH:22]=[CH:21][C:17]([C:18]([OH:20])=O)=[CH:16][CH:15]=1)[O:9][CH2:8][CH2:7][CH:6]2[C:23]([O:25][CH3:26])=[O:24])#[N:2].Cl.CN(C)CCCN=C=NCC.O.ON1C2C=CC=CC=2N=N1.Cl.Cl.[F:52][C:53]([F:64])([F:63])[C:54]1[CH:55]=[CH:56][C:57]([CH2:60][CH2:61][NH2:62])=[N:58][CH:59]=1.C(N(CC)CC)C. (3) The reactants are: [C:1]([C:3]1[N:8]=[CH:7][C:6]([N:9]2[C:16](=[O:17])[C:12]3([CH2:15][CH2:14][CH2:13]3)[N:11]([C:18]3[CH:26]=[CH:25][C:21]([C:22]([OH:24])=O)=[C:20]([F:27])[CH:19]=3)[C:10]2=[S:28])=[CH:5][C:4]=1[C:29]([F:32])([F:31])[F:30])#[N:2].[N:33]1[CH:38]=[CH:37][CH:36]=[CH:35][C:34]=1[CH2:39][CH2:40][NH2:41].CN(C(ON1N=NC2C=CC=NC1=2)=[N+](C)C)C.F[P-](F)(F)(F)(F)F.CCN(C(C)C)C(C)C. Given the product [C:1]([C:3]1[N:8]=[CH:7][C:6]([N:9]2[C:16](=[O:17])[C:12]3([CH2:15][CH2:14][CH2:13]3)[N:11]([C:18]3[CH:26]=[CH:25][C:21]([C:22]([NH:41][CH2:40][CH2:39][C:34]4[CH:35]=[CH:36][CH:37]=[CH:38][N:33]=4)=[O:24])=[C:20]([F:27])[CH:19]=3)[C:10]2=[S:28])=[CH:5][C:4]=1[C:29]([F:32])([F:31])[F:30])#[N:2], predict the reactants needed to synthesize it. (4) Given the product [F:10][C:3]1[CH:4]=[C:5]([CH:7]=[C:8]([F:9])[C:2]=1[B:14]1[O:15][C:16]([CH3:18])([CH3:17])[C:12]([CH3:28])([CH3:11])[O:13]1)[NH2:6], predict the reactants needed to synthesize it. The reactants are: Br[C:2]1[C:8]([F:9])=[CH:7][C:5]([NH2:6])=[CH:4][C:3]=1[F:10].[CH3:11][C:12]1([CH3:28])[C:16]([CH3:18])([CH3:17])[O:15][B:14]([B:14]2[O:15][C:16]([CH3:18])([CH3:17])[C:12]([CH3:28])([CH3:11])[O:13]2)[O:13]1.C([O-])(=O)C.[K+].ClCCl. (5) The reactants are: [ClH:1].[N:2]1[CH:7]=[CH:6][C:5]([N:8]2[CH2:13][CH2:12][CH2:11][C:10]3([CH2:18][CH2:17][N:16](C(OC(C)(C)C)=O)[CH2:15][CH2:14]3)[CH2:9]2)=[CH:4][CH:3]=1. Given the product [ClH:1].[ClH:1].[N:2]1[CH:3]=[CH:4][C:5]([N:8]2[CH2:13][CH2:12][CH2:11][C:10]3([CH2:18][CH2:17][NH:16][CH2:15][CH2:14]3)[CH2:9]2)=[CH:6][CH:7]=1, predict the reactants needed to synthesize it. (6) Given the product [C:4]([O:3][C:1]([N:8]1[CH2:9][CH2:10][N:11]([C:21]2[CH:22]=[CH:23][CH:24]=[C:17]([N+:14]([O-:16])=[O:15])[C:18]=2[C:19]#[N:20])[CH2:12][CH2:13]1)=[O:2])([CH3:7])([CH3:6])[CH3:5], predict the reactants needed to synthesize it. The reactants are: [C:1]([N:8]1[CH2:13][CH2:12][NH:11][CH2:10][CH2:9]1)([O:3][C:4]([CH3:7])([CH3:6])[CH3:5])=[O:2].[N+:14]([C:17]1[CH:24]=[CH:23][CH:22]=[C:21]([N+]([O-])=O)[C:18]=1[C:19]#[N:20])([O-:16])=[O:15].O.C(OCC)(=O)C. (7) Given the product [OH:2][CH2:3][CH2:4][O:5][C:6]1[CH:7]=[CH:8][C:9]2[C:10]3[C:18]([C:19]4[CH:24]=[CH:23][CH:22]=[C:21]([N:25]5[C:34](=[O:35])[C:33]6[C:28](=[CH:29][CH:30]=[CH:31][CH:32]=6)[N:27]=[CH:26]5)[C:20]=4[CH3:36])=[N:17][N:16]=[C:15]([C:37]([NH2:39])=[O:38])[C:11]=3[NH:12][C:13]=2[CH:14]=1, predict the reactants needed to synthesize it. The reactants are: C[O:2][CH2:3][CH2:4][O:5][C:6]1[CH:7]=[CH:8][C:9]2[C:10]3[C:18]([C:19]4[CH:24]=[CH:23][CH:22]=[C:21]([N:25]5[C:34](=[O:35])[C:33]6[C:28](=[CH:29][CH:30]=[CH:31][CH:32]=6)[N:27]=[CH:26]5)[C:20]=4[CH3:36])=[N:17][N:16]=[C:15]([C:37]([NH2:39])=[O:38])[C:11]=3[NH:12][C:13]=2[CH:14]=1.BrB(Br)Br.ClCCl.